This data is from Forward reaction prediction with 1.9M reactions from USPTO patents (1976-2016). The task is: Predict the product of the given reaction. (1) The product is: [O:28]1[CH2:27][CH2:26][N:25]([C:4]2[C:5]3[S:10][C:9]([CH2:11][N:12]4[CH2:17][CH2:16][NH:15][CH2:14][CH2:13]4)=[CH:8][C:6]=3[N:7]=[C:2]([C:39]3[CH:40]=[N:41][C:42]([NH2:45])=[N:43][CH:44]=3)[N:3]=2)[CH2:30][CH2:29]1. Given the reactants Cl[C:2]1[N:3]=[C:4]([N:25]2[CH2:30][CH2:29][O:28][CH2:27][CH2:26]2)[C:5]2[S:10][C:9]([CH2:11][N:12]3[CH2:17][CH2:16][N:15](C(OC(C)(C)C)=O)[CH2:14][CH2:13]3)=[CH:8][C:6]=2[N:7]=1.CC1(C)C(C)(C)OB([C:39]2[CH:40]=[N:41][C:42]([NH2:45])=[N:43][CH:44]=2)O1, predict the reaction product. (2) Given the reactants C([O:8][C:9]1[CH:65]=[CH:64][C:12]([C:13]([O:15][C@H:16]2[CH2:25][C:24]3[C:19](=[CH:20][C:21]([O:34]CC4C=CC=CC=4)=[CH:22][C:23]=3[O:26]CC3C=CC=CC=3)[O:18][C@@H:17]2[C:42]2[CH:47]=[CH:46][C:45]([O:48]CC3C=CC=CC=3)=[C:44]([O:56]CC3C=CC=CC=3)[CH:43]=2)=[O:14])=[CH:11][CH:10]=1)C1C=CC=CC=1.C1COCC1.CO, predict the reaction product. The product is: [OH:8][C:9]1[CH:10]=[CH:11][C:12]([C:13]([O:15][C@H:16]2[CH2:25][C:24]3[C:19](=[CH:20][C:21]([OH:34])=[CH:22][C:23]=3[OH:26])[O:18][C@@H:17]2[C:42]2[CH:47]=[CH:46][C:45]([OH:48])=[C:44]([OH:56])[CH:43]=2)=[O:14])=[CH:64][CH:65]=1. (3) Given the reactants [C:1]([Cl:5])(Cl)(Cl)[Cl:2].[Cl:6][C:7]1[C:12]([CH3:13])=[CH:11][C:10]([C:14](=O)[C:15]([O:17][CH2:18][CH3:19])=[O:16])=[C:9]([F:21])[CH:8]=1.C1(P(C2C=CC=CC=2)C2C=CC=CC=2)C=CC=CC=1.O, predict the reaction product. The product is: [Cl:2][C:1]([Cl:5])=[C:14]([C:10]1[CH:11]=[C:12]([CH3:13])[C:7]([Cl:6])=[CH:8][C:9]=1[F:21])[C:15]([O:17][CH2:18][CH3:19])=[O:16]. (4) The product is: [Br:1][C:2]1[C:3]([N:16]([CH3:21])[S:17]([CH3:20])(=[O:19])=[O:18])=[CH:4][C:5]2[O:9][C:8]([N:22]3[CH2:27][CH2:26][O:25][CH2:24][CH2:23]3)=[C:7]([C:11]([NH:13][CH3:14])=[O:12])[C:6]=2[CH:15]=1. Given the reactants [Br:1][C:2]1[C:3]([N:16]([CH3:21])[S:17]([CH3:20])(=[O:19])=[O:18])=[CH:4][C:5]2[O:9][C:8](I)=[C:7]([C:11]([NH:13][CH3:14])=[O:12])[C:6]=2[CH:15]=1.[NH:22]1[CH2:27][CH2:26][O:25][CH2:24][CH2:23]1, predict the reaction product. (5) Given the reactants [OH:1][C:2]1[CH:3]=[C:4]([C:8]([C:10]2[CH:15]=[CH:14][CH:13]=[CH:12][CH:11]=2)=O)[CH:5]=[CH:6][CH:7]=1.Cl.[NH2:17]O.C([O-])(=O)C.[Na+].C([O-])(=O)C.[NH4+], predict the reaction product. The product is: [NH2:17][CH:8]([C:10]1[CH:15]=[CH:14][CH:13]=[CH:12][CH:11]=1)[C:4]1[CH:3]=[C:2]([OH:1])[CH:7]=[CH:6][CH:5]=1.